This data is from Forward reaction prediction with 1.9M reactions from USPTO patents (1976-2016). The task is: Predict the product of the given reaction. (1) Given the reactants Br[C:2]1[CH:7]=[C:6]([N:8]2[CH:12]=[N:11][N:10]=[N:9]2)[CH:5]=[CH:4][C:3]=1[CH2:13][C:14]([OH:16])=[O:15].[Li+].[Cl-].[C:19]1(C)C=CC=C[CH:20]=1, predict the reaction product. The product is: [CH:19]([C:2]1[CH:7]=[C:6]([N:8]2[CH:12]=[N:11][N:10]=[N:9]2)[CH:5]=[CH:4][C:3]=1[CH2:13][C:14]([OH:16])=[O:15])=[CH2:20]. (2) Given the reactants [C:1]([O:5][C:6]([N:8]1[CH2:11][CH:10]([OH:12])[CH2:9]1)=[O:7])([CH3:4])([CH3:3])[CH3:2].C(N(CC)CC)C.[N+](C1C=CC([C:27](Cl)=[O:28])=CC=1)([O-])=O.[CH3:32][S:33]([C:36]1[CH:37]=[C:38]2[C:42](=[CH:43][CH:44]=1)[N:41]([C:45]1[CH:50]=[C:49]([O:51][CH:52]3[CH2:57][CH2:56][NH:55][CH2:54][CH2:53]3)[N:48]=[CH:47][N:46]=1)[CH2:40][CH2:39]2)(=[O:35])=[O:34], predict the reaction product. The product is: [C:1]([O:5][C:6]([N:8]1[CH2:11][CH:10]([O:12][C:27]([N:55]2[CH2:56][CH2:57][CH:52]([O:51][C:49]3[CH:50]=[C:45]([N:41]4[C:42]5[C:38](=[CH:37][C:36]([S:33]([CH3:32])(=[O:35])=[O:34])=[CH:44][CH:43]=5)[CH2:39][CH2:40]4)[N:46]=[CH:47][N:48]=3)[CH2:53][CH2:54]2)=[O:28])[CH2:9]1)=[O:7])([CH3:4])([CH3:2])[CH3:3]. (3) Given the reactants [O:1]1[CH:6]=[CH:5][CH2:4][CH2:3][CH2:2]1.C[O:8][C:9]1[CH:19]=[CH:18][C:12]([CH:13]=[CH:14][C:15]([OH:17])=[O:16])=[CH:11][CH:10]=1.C1(C)C=CC(S(O)(=O)=O)=CC=1.Cl, predict the reaction product. The product is: [O:1]1[CH2:2][CH2:3][CH2:4][CH2:5][CH:6]1[O:8][C:9]1[CH:10]=[CH:11][C:12]([CH:13]=[CH:14][C:15]([OH:17])=[O:16])=[CH:18][CH:19]=1. (4) Given the reactants [C:1]([O:8]CC)(=O)[C:2]([O:4][CH2:5][CH3:6])=[O:3].O.[NH2:12][NH2:13], predict the reaction product. The product is: [NH:12]([C:1](=[O:8])[C:2]([O:4][CH2:5][CH3:6])=[O:3])[NH2:13]. (5) The product is: [CH3:1][C:2]1[CH:3]=[CH:4][C:5]([N:8]2[C:12]([C:13]3[CH:18]=[CH:17][CH:16]=[C:15]([C:19]([F:22])([F:20])[F:21])[CH:14]=3)=[CH:11][C:10]([C:23]([OH:25])=[O:24])=[N:9]2)=[CH:6][CH:7]=1. Given the reactants [CH3:1][C:2]1[CH:7]=[CH:6][C:5]([N:8]2[C:12]([C:13]3[CH:18]=[CH:17][CH:16]=[C:15]([C:19]([F:22])([F:21])[F:20])[CH:14]=3)=[CH:11][C:10]([C:23]([O:25]CC)=[O:24])=[N:9]2)=[CH:4][CH:3]=1.[OH-].[K+], predict the reaction product. (6) Given the reactants CS(O)(=O)=O.[NH2:6][CH2:7][C:8]1[CH:9]=[C:10]2[C:14](=[CH:15][CH:16]=1)[C:13](=[O:17])[N:12]([CH:18]1[CH2:23][CH2:22][C:21](=[O:24])[NH:20][C:19]1=[O:25])[CH2:11]2.C1(O[C:33](=O)[NH:34][C:35]2[CH:40]=[CH:39][C:38]([CH3:41])=[C:37]([Cl:42])[CH:36]=2)C=CC=CC=1.CC[N:46]([CH:50](C)C)C(C)C.C[N:54](C=O)C, predict the reaction product. The product is: [Cl:42][C:37]1[CH:36]=[C:35]([N:34]=[C:33]([NH:6][CH2:7][C:8]2[CH:9]=[C:10]3[C:14](=[CH:15][CH:16]=2)[C:13](=[O:17])[N:12]([CH:18]2[CH2:23][CH2:22][C:21](=[O:24])[NH:20][C:19]2=[O:25])[CH2:11]3)[NH:54][C:50]#[N:46])[CH:40]=[CH:39][C:38]=1[CH3:41].